Dataset: Reaction yield outcomes from USPTO patents with 853,638 reactions. Task: Predict the reaction yield, written as a fraction of the theoretical maximum amount of product (1.0 means a 100% yield; for example, 0.34 means a 34% yield). (1) The reactants are N1C=CN=C1.CN(C)C=O.[OH:11][CH:12]([C:16]1[CH:21]=[CH:20][N:19]=[CH:18][CH:17]=1)[CH2:13][C:14]#[N:15].[C:22]([Si:26]([C:34]1[CH:39]=[CH:38][CH:37]=[CH:36][CH:35]=1)([C:28]1[CH:33]=[CH:32][CH:31]=[CH:30][CH:29]=1)Cl)([CH3:25])([CH3:24])[CH3:23]. The catalyst is CCOCC.C(OCC)(=O)C. The product is [O:11]([CH:12]([C:16]1[CH:17]=[CH:18][N:19]=[CH:20][CH:21]=1)[CH2:13][C:14]#[N:15])[Si:26]([C:22]([CH3:25])([CH3:24])[CH3:23])([C:34]1[CH:35]=[CH:36][CH:37]=[CH:38][CH:39]=1)[C:28]1[CH:33]=[CH:32][CH:31]=[CH:30][CH:29]=1. The yield is 0.989. (2) The reactants are [CH:1]1([C:4]([CH:35]2[CH2:37][CH2:36]2)([C:12]2[S:13][C:14]([C:17]3[CH:22]=[C:21]([NH:23][C:24]4[N:29]=[C:28]([C:30]([F:33])([F:32])[F:31])[CH:27]=[CH:26][N:25]=4)[CH:20]=[C:19]([CH3:34])[CH:18]=3)=[CH:15][N:16]=2)[NH:5][S@@](C(C)(C)C)=O)[CH2:3][CH2:2]1.Cl. The catalyst is CO. The product is [NH2:5][C:4]([CH:35]1[CH2:37][CH2:36]1)([CH:1]1[CH2:3][CH2:2]1)[C:12]1[S:13][C:14]([C:17]2[CH:22]=[C:21]([NH:23][C:24]3[N:29]=[C:28]([C:30]([F:33])([F:32])[F:31])[CH:27]=[CH:26][N:25]=3)[CH:20]=[C:19]([CH3:34])[CH:18]=2)=[CH:15][N:16]=1. The yield is 0.990. (3) The reactants are [Cl:1][C:2]1[C:3]2[CH:10]=[CH:9][N:8]([C@H:11]3[C@@H:15]4[O:16][C:17]([CH3:20])([CH3:19])[O:18][C@@H:14]4[C@@H:13]([CH2:21]O)[CH2:12]3)[C:4]=2[N:5]=[CH:6][N:7]=1.C1C=CC(P(C2C=CC=CC=2)C2C=CC=CC=2)=CC=1.N(C(OC(C)C)=O)=NC(OC(C)C)=O.C1C=CC(OP(OC2C=CC=CC=2)([N:65]=[N+:66]=[N-:67])=O)=CC=1. The catalyst is C1COCC1. The product is [N:65]([CH2:21][C@@H:13]1[C@H:14]2[O:18][C:17]([CH3:19])([CH3:20])[O:16][C@H:15]2[C@H:11]([N:8]2[C:4]3[N:5]=[CH:6][N:7]=[C:2]([Cl:1])[C:3]=3[CH:10]=[CH:9]2)[CH2:12]1)=[N+:66]=[N-:67]. The yield is 0.780. (4) The reactants are [CH2:1]([O:3][C:4]1[C:8]([CH2:9][CH2:10][C:11]([O:13][CH2:14][CH3:15])=[O:12])=[CH:7][NH:6][N:5]=1)[CH3:2].[H-].[Na+].[Cl:18][C:19]1[CH:26]=[C:25]([Cl:27])[CH:24]=[CH:23][C:20]=1[CH2:21]Cl.O. The catalyst is CN(C)C=O. The product is [Cl:18][C:19]1[CH:26]=[C:25]([Cl:27])[CH:24]=[CH:23][C:20]=1[CH2:21][N:6]1[CH:7]=[C:8]([CH2:9][CH2:10][C:11]([O:13][CH2:14][CH3:15])=[O:12])[C:4]([O:3][CH2:1][CH3:2])=[N:5]1. The yield is 0.850. (5) The reactants are [NH2:1][C:2]1[CH:11]=[C:10]2[C:5]([C:6](=[O:12])[NH:7][CH:8]=[N:9]2)=[CH:4][CH:3]=1.[F:13][C:14]1[CH:23]=[CH:22][C:17]([CH2:18][N:19]=[C:20]=[O:21])=[CH:16][CH:15]=1. The catalyst is O1CCOCC1. The product is [F:13][C:14]1[CH:15]=[CH:16][C:17]([CH2:18][NH:19][C:20]([NH:1][C:2]2[CH:11]=[C:10]3[C:5]([C:6](=[O:12])[NH:7][CH:8]=[N:9]3)=[CH:4][CH:3]=2)=[O:21])=[CH:22][CH:23]=1. The yield is 0.280. (6) The reactants are [N:1]1([C:7]([C:9]2[S:10][CH:11]=[CH:12][CH:13]=2)=[O:8])[CH2:6][CH2:5][NH:4][CH2:3][CH2:2]1.Cl[C:15]1[C:24]2[C:19](=[CH:20][CH:21]=[CH:22][CH:23]=2)[N:18]([CH2:25][C:26]2[CH:31]=[CH:30][C:29]([F:32])=[CH:28][CH:27]=2)[C:17](=[O:33])[C:16]=1[C:34]#[N:35]. The catalyst is C1(C)C=CC=CC=1. The product is [F:32][C:29]1[CH:28]=[CH:27][C:26]([CH2:25][N:18]2[C:19]3[C:24](=[CH:23][CH:22]=[CH:21][CH:20]=3)[C:15]([N:4]3[CH2:5][CH2:6][N:1]([C:7]([C:9]4[S:10][CH:11]=[CH:12][CH:13]=4)=[O:8])[CH2:2][CH2:3]3)=[C:16]([C:34]#[N:35])[C:17]2=[O:33])=[CH:31][CH:30]=1. The yield is 0.970.